This data is from Forward reaction prediction with 1.9M reactions from USPTO patents (1976-2016). The task is: Predict the product of the given reaction. (1) Given the reactants Br[C:2]1[CH:11]=[C:10]2[C:5]([CH:6]=[CH:7][C:8]([O:12][CH:13]([O:23][CH3:24])[C:14]([NH:16][C:17]([CH3:22])([CH3:21])[CH2:18][O:19][CH3:20])=[O:15])=[CH:9]2)=[CH:4][CH:3]=1.[CH2:25]([Sn](CCCC)(CCCC)C#CC)[CH2:26][CH2:27]C, predict the reaction product. The product is: [CH3:24][O:23][CH:13]([O:12][C:8]1[CH:7]=[CH:6][C:5]2[C:10](=[CH:11][C:2]([C:25]#[C:26][CH3:27])=[CH:3][CH:4]=2)[CH:9]=1)[C:14]([NH:16][C:17]([CH3:22])([CH3:21])[CH2:18][O:19][CH3:20])=[O:15]. (2) Given the reactants CC([O-])=O.[Na+].[C:6]([O:10][C:11]([N:13]1[CH2:18][CH2:17][C:16](O)([CH:19]([C:26]([OH:28])=[O:27])[C:20]2[CH:25]=[CH:24][CH:23]=[CH:22][CH:21]=2)[CH2:15][CH2:14]1)=[O:12])([CH3:9])([CH3:8])[CH3:7], predict the reaction product. The product is: [C:6]([O:10][C:11]([N:13]1[CH2:18][CH2:17][C:16](=[C:19]([C:20]2[CH:21]=[CH:22][CH:23]=[CH:24][CH:25]=2)[C:26]([OH:28])=[O:27])[CH2:15][CH2:14]1)=[O:12])([CH3:9])([CH3:7])[CH3:8]. (3) Given the reactants [C:1]1([NH2:8])[C:2]([NH2:7])=[CH:3][CH:4]=[CH:5][CH:6]=1.[F:9][C:10]([F:18])([F:17])[CH:11]([OH:16])[C:12](F)(F)F, predict the reaction product. The product is: [NH2:7][C:2]1[CH:3]=[CH:4][CH:5]=[CH:6][C:1]=1[NH:8][CH2:12][C@@H:11]([OH:16])[C:10]([F:18])([F:17])[F:9]. (4) Given the reactants [F:1][C:2]1[CH:3]=[C:4]([N+:19]([O-:21])=[O:20])[C:5]([O:17]C)=[C:6]([C:8]2[CH:13]=[CH:12][CH:11]=[C:10]([C:14]([OH:16])=[O:15])[CH:9]=2)[CH:7]=1, predict the reaction product. The product is: [N+:19]([C:4]1[C:5]([OH:17])=[C:6]([C:8]2[CH:13]=[CH:12][CH:11]=[C:10]([C:14]([OH:16])=[O:15])[CH:9]=2)[CH:7]=[C:2]([F:1])[CH:3]=1)([O-:21])=[O:20]. (5) Given the reactants Cl[C:2]1[C:11]2[C:6](=[CH:7][CH:8]=[C:9]([NH:12][S:13]([C:16]3[CH:21]=[CH:20][CH:19]=[CH:18][CH:17]=3)(=[O:15])=[O:14])[CH:10]=2)[CH:5]=[N:4][CH:3]=1.[CH3:22][N:23]1[CH:27]=[C:26]([C:28]2[CH:33]=[CH:32][C:31](B3OC(C)(C)C(C)(C)O3)=[CH:30][CH:29]=2)[CH:25]=[N:24]1.C(=O)([O-])[O-].[Na+].[Na+].C(#N)C, predict the reaction product. The product is: [CH3:22][N:23]1[CH:27]=[C:26]([C:28]2[CH:29]=[CH:30][C:31]([C:2]3[C:11]4[C:6](=[CH:7][CH:8]=[C:9]([NH:12][S:13]([C:16]5[CH:21]=[CH:20][CH:19]=[CH:18][CH:17]=5)(=[O:15])=[O:14])[CH:10]=4)[CH:5]=[N:4][CH:3]=3)=[CH:32][CH:33]=2)[CH:25]=[N:24]1. (6) Given the reactants C([Si](C)(C)[O:6][CH2:7][CH2:8][CH2:9][CH2:10][C:11]1[CH:16]=[CH:15][CH:14]=[C:13]([S:17]([CH3:20])(=[O:19])=[O:18])[CH:12]=1)(C)(C)C.[F-].C([N+](CCCC)(CCCC)CCCC)CCC, predict the reaction product. The product is: [CH3:20][S:17]([C:13]1[CH:12]=[C:11]([CH2:10][CH2:9][CH2:8][CH2:7][OH:6])[CH:16]=[CH:15][CH:14]=1)(=[O:18])=[O:19]. (7) The product is: [CH3:16][C@@:5]1([CH2:4][O:3][C:18]2[O:19][C:20]3[CH:26]=[CH:25][CH:24]=[CH:23][C:21]=3[N:22]=2)[O:9][C:8]2=[N:10][C:11]([N+:13]([O-:15])=[O:14])=[CH:12][N:7]2[CH2:6]1. Given the reactants [H-].[Na+].[OH:3][CH2:4][C@:5]1([CH3:16])[O:9][C:8]2=[N:10][C:11]([N+:13]([O-:15])=[O:14])=[CH:12][N:7]2[CH2:6]1.Cl[C:18]1[O:19][C:20]2[CH:26]=[CH:25][CH:24]=[CH:23][C:21]=2[N:22]=1, predict the reaction product. (8) Given the reactants [Br:1][C:2]1[CH:10]=[CH:9][C:5]([C:6](=[S:8])[NH2:7])=[CH:4][CH:3]=1.Br[CH2:12][C:13]([C:15]1[CH:20]=[CH:19][CH:18]=[CH:17][CH:16]=1)=O, predict the reaction product. The product is: [Br:1][C:2]1[CH:10]=[CH:9][C:5]([C:6]2[S:8][CH:12]=[C:13]([C:15]3[CH:20]=[CH:19][CH:18]=[CH:17][CH:16]=3)[N:7]=2)=[CH:4][CH:3]=1. (9) Given the reactants [CH2:1]([C:3]1[N:4]=[C:5]2[N:14]3[C:9]([CH2:10][N:11]([CH2:15][CH2:16][CH2:17][CH2:18][CH2:19][NH:20][S:21]([C:24]([F:27])([F:26])[F:25])(=[O:23])=[O:22])[CH2:12][C:13]=13)=[CH:8][CH:7]=[CH:6]2)[CH3:2].[ClH:28], predict the reaction product. The product is: [ClH:28].[ClH:28].[CH2:1]([C:3]1[N:4]=[C:5]2[N:14]3[C:9]([CH2:10][N:11]([CH2:15][CH2:16][CH2:17][CH2:18][CH2:19][NH:20][S:21]([C:24]([F:26])([F:25])[F:27])(=[O:22])=[O:23])[CH2:12][C:13]=13)=[CH:8][CH:7]=[CH:6]2)[CH3:2]. (10) Given the reactants [Br:1][C:2]1[CH:7]=[CH:6][C:5](I)=[CH:4][C:3]=1[O:9][CH3:10].[F-].[Cs+].Cl.[NH2:14][C:15]1[CH:20]=[C:19]([C:21]#[N:22])[CH:18]=[CH:17][C:16]=1B(O)O.COCCOC, predict the reaction product. The product is: [NH2:14][C:15]1[CH:20]=[C:19]([C:21]#[N:22])[CH:18]=[CH:17][C:16]=1[C:5]1[CH:6]=[CH:7][C:2]([Br:1])=[C:3]([O:9][CH3:10])[CH:4]=1.